This data is from Peptide-MHC class I binding affinity with 185,985 pairs from IEDB/IMGT. The task is: Regression. Given a peptide amino acid sequence and an MHC pseudo amino acid sequence, predict their binding affinity value. This is MHC class I binding data. (1) The peptide sequence is TLATGPVLTL. The MHC is HLA-A02:03 with pseudo-sequence HLA-A02:03. The binding affinity (normalized) is 0.691. (2) The peptide sequence is FLWSSIIFK. The binding affinity (normalized) is 0.209. The MHC is HLA-A02:06 with pseudo-sequence HLA-A02:06. (3) The peptide sequence is VVRVQRPAK. The MHC is HLA-A03:01 with pseudo-sequence HLA-A03:01. The binding affinity (normalized) is 0.552. (4) The peptide sequence is GRKTPLLCF. The MHC is HLA-B73:01 with pseudo-sequence HLA-B73:01. The binding affinity (normalized) is 0.0847. (5) The peptide sequence is FLRGRAYGL. The MHC is BoLA-HD6 with pseudo-sequence BoLA-HD6. The binding affinity (normalized) is 0.466. (6) The peptide sequence is ILCWGELMTL. The MHC is HLA-A02:03 with pseudo-sequence HLA-A02:03. The binding affinity (normalized) is 0.846. (7) The peptide sequence is SLVIVTTFV. The MHC is HLA-A24:02 with pseudo-sequence HLA-A24:02. The binding affinity (normalized) is 0. (8) The peptide sequence is ISTNIRQA. The MHC is HLA-B35:01 with pseudo-sequence HLA-B35:01. The binding affinity (normalized) is 0. (9) The peptide sequence is IISDMYDPR. The MHC is HLA-A33:01 with pseudo-sequence HLA-A33:01. The binding affinity (normalized) is 0.334. (10) The peptide sequence is CVSIMIEEV. The MHC is HLA-A68:02 with pseudo-sequence HLA-A68:02. The binding affinity (normalized) is 0.525.